Dataset: Catalyst prediction with 721,799 reactions and 888 catalyst types from USPTO. Task: Predict which catalyst facilitates the given reaction. Reactant: Br[C:2]1[CH:7]=[CH:6][C:5]([CH2:8][CH2:9][NH:10][C:11](=[O:17])[O:12][C:13]([CH3:16])([CH3:15])[CH3:14])=[CH:4][CH:3]=1.[CH3:18][N:19](C=O)C. Product: [C:18]([C:2]1[CH:7]=[CH:6][C:5]([CH2:8][CH2:9][NH:10][C:11](=[O:17])[O:12][C:13]([CH3:16])([CH3:15])[CH3:14])=[CH:4][CH:3]=1)#[N:19]. The catalyst class is: 380.